This data is from Forward reaction prediction with 1.9M reactions from USPTO patents (1976-2016). The task is: Predict the product of the given reaction. Given the reactants [CH:1]1[C:6]2[CH2:7][CH2:8][CH2:9][CH2:10][CH:11]([S:12][C:13]3[CH:14]=[C:15]([N:19]4[C:28](=[O:29])[C:27]5[C:22](=[CH:23][CH:24]=[CH:25][CH:26]=5)[NH:21][C:20]4=[O:30])[CH:16]=[CH:17][CH:18]=3)[C:5]=2[CH:4]=[CH:3][CH:2]=1.ClC1C=CC=C(C(OO)=[O:39])C=1.S([O-])([O-])(=O)=S.[Na+].[Na+], predict the reaction product. The product is: [CH:1]1[C:6]2[CH2:7][CH2:8][CH2:9][CH2:10][CH:11]([S:12]([C:13]3[CH:14]=[C:15]([N:19]4[C:28](=[O:29])[C:27]5[C:22](=[CH:23][CH:24]=[CH:25][CH:26]=5)[NH:21][C:20]4=[O:30])[CH:16]=[CH:17][CH:18]=3)=[O:39])[C:5]=2[CH:4]=[CH:3][CH:2]=1.